This data is from Forward reaction prediction with 1.9M reactions from USPTO patents (1976-2016). The task is: Predict the product of the given reaction. (1) Given the reactants [CH3:1][O:2][C:3](=[O:23])[C:4](O)([C:18]([F:21])([F:20])[F:19])[C:5]1[C:9](=[O:10])[N:8]([C:11]2[CH:16]=[CH:15][CH:14]=[CH:13][CH:12]=2)[NH:7][C:6]=1[CH3:17].S(Cl)(Cl)=O, predict the reaction product. The product is: [CH3:1][O:2][C:3](=[O:23])[C:4](=[C:5]1[C:9](=[O:10])[N:8]([C:11]2[CH:12]=[CH:13][CH:14]=[CH:15][CH:16]=2)[N:7]=[C:6]1[CH3:17])[C:18]([F:20])([F:21])[F:19]. (2) The product is: [Br:1][C:2]1[CH:7]=[CH:6][C:5]([N:8]2[CH:12]=[CH:11][C:10]([N:13]([CH3:22])[C:14](=[O:19])[C:15]([F:18])([F:16])[F:17])=[N:9]2)=[CH:4][C:3]=1[O:20][CH3:21]. Given the reactants [Br:1][C:2]1[CH:7]=[CH:6][C:5]([N:8]2[CH:12]=[CH:11][C:10]([NH:13][C:14](=[O:19])[C:15]([F:18])([F:17])[F:16])=[N:9]2)=[CH:4][C:3]=1[O:20][CH3:21].[C:22]([O-])([O-])=O.[K+].[K+].CI.O, predict the reaction product. (3) Given the reactants [CH2:1]([O:3][C:4]([C:6]1[C:15](=[O:16])[C:14]2[C:9](=[CH:10][CH:11]=[C:12](I)[CH:13]=2)[N:8]([CH2:18][CH3:19])[CH:7]=1)=[O:5])[CH3:2].C(N(CC)CC)C.[C:27]([O:31][C:32]([NH:34][CH2:35][C:36]#[CH:37])=[O:33])([CH3:30])([CH3:29])[CH3:28], predict the reaction product. The product is: [CH2:1]([O:3][C:4]([C:6]1[C:15](=[O:16])[C:14]2[C:9](=[CH:10][CH:11]=[C:12]([C:37]#[C:36][CH2:35][NH:34][C:32]([O:31][C:27]([CH3:30])([CH3:29])[CH3:28])=[O:33])[CH:13]=2)[N:8]([CH2:18][CH3:19])[CH:7]=1)=[O:5])[CH3:2]. (4) Given the reactants [Cl:1][C:2]1[CH:29]=[CH:28][C:5]([O:6][C:7]2[CH:12]=[CH:11][C:10]([C:13](=O)[CH2:14][O:15][C:16]3[CH:21]=[CH:20][C:19]([O:22][CH3:23])=[CH:18][CH:17]=3)=[C:9]([CH2:25][CH2:26][CH3:27])[CH:8]=2)=[CH:4][CH:3]=1, predict the reaction product. The product is: [Cl:1][C:2]1[CH:29]=[CH:28][C:5]([O:6][C:7]2[CH:12]=[CH:11][C:10]([C:13]3[C:17]4[CH:18]=[C:19]([O:22][CH3:23])[CH:20]=[CH:21][C:16]=4[O:15][CH:14]=3)=[C:9]([CH2:25][CH2:26][CH3:27])[CH:8]=2)=[CH:4][CH:3]=1. (5) The product is: [CH3:33][N:32]1[C:28]([CH:24]2[CH2:23][N:22]([CH2:35][C:36]#[N:37])[CH2:21][C:20]3[CH:19]=[CH:18][C:17]([NH:6][C:5]4[CH:7]=[CH:8][C:9]([N:10]5[CH:14]=[C:13]([CH3:15])[N:12]=[CH:11]5)=[C:3]([O:2][CH3:1])[CH:4]=4)=[N:27][C:26]=3[O:25]2)=[CH:29][C:30]([CH3:34])=[N:31]1. Given the reactants [CH3:1][O:2][C:3]1[CH:4]=[C:5]([CH:7]=[CH:8][C:9]=1[N:10]1[CH:14]=[C:13]([CH3:15])[N:12]=[CH:11]1)[NH2:6].Cl[C:17]1[CH:18]=[CH:19][C:20]2[CH2:21][N:22]([CH2:35][C:36]#[N:37])[CH2:23][CH:24]([C:28]3[N:32]([CH3:33])[N:31]=[C:30]([CH3:34])[CH:29]=3)[O:25][C:26]=2[N:27]=1, predict the reaction product. (6) Given the reactants [OH:1][C:2]1[CH:10]=[CH:9][C:8]([C:11]2[N:12]([C:27]([O:29][C:30]([CH3:33])([CH3:32])[CH3:31])=[O:28])[C:13]3[C:18]([CH:19]=2)=[CH:17][C:16]([CH2:20][N:21]2[CH2:26][CH2:25][CH2:24][CH2:23][CH2:22]2)=[CH:15][CH:14]=3)=[C:7]2[C:3]=1[CH2:4][NH:5][C:6]2=[O:34].C(N(CC)CC)C.[N:42]1[CH:47]=[CH:46][CH:45]=[CH:44][C:43]=1[S:48](Cl)(=[O:50])=[O:49], predict the reaction product. The product is: [N:42]1[CH:47]=[CH:46][CH:45]=[CH:44][C:43]=1[S:48]([O:1][C:2]1[CH:10]=[CH:9][C:8]([C:11]2[N:12]([C:27]([O:29][C:30]([CH3:31])([CH3:33])[CH3:32])=[O:28])[C:13]3[C:18]([CH:19]=2)=[CH:17][C:16]([CH2:20][N:21]2[CH2:26][CH2:25][CH2:24][CH2:23][CH2:22]2)=[CH:15][CH:14]=3)=[C:7]2[C:3]=1[CH2:4][NH:5][C:6]2=[O:34])(=[O:50])=[O:49].